From a dataset of Reaction yield outcomes from USPTO patents with 853,638 reactions. Predict the reaction yield, written as a fraction of the theoretical maximum amount of product (1.0 means a 100% yield; for example, 0.34 means a 34% yield). (1) The product is [CH3:39][C:35]([CH3:40])([CH2:34][NH:33][C:31]([O:30][CH2:23][C:24]1[CH:29]=[CH:28][CH:27]=[CH:26][CH:25]=1)=[O:32])[C:36]([O:1][C@H:2]1[CH2:19][CH2:18][C@@:17]2([CH3:20])[CH:4]([C:5](=[O:22])[CH2:6][C@@H:7]3[C@@H:16]2[CH2:15][CH2:14][C@@:12]2([CH3:13])[C@H:8]3[CH2:9][CH2:10][C:11]2=[O:21])[CH2:3]1)=[O:37]. No catalyst specified. The reactants are [OH:1][C@H:2]1[CH2:19][CH2:18][C@@:17]2([CH3:20])[CH:4]([C:5](=[O:22])[CH2:6][C@@H:7]3[C@@H:16]2[CH2:15][CH2:14][C@@:12]2([CH3:13])[C@H:8]3[CH2:9][CH2:10][C:11]2=[O:21])[CH2:3]1.[CH2:23]([O:30][C:31]([NH:33][CH2:34][C:35]([CH3:40])([CH3:39])[C:36](O)=[O:37])=[O:32])[C:24]1[CH:29]=[CH:28][CH:27]=[CH:26][CH:25]=1. The yield is 0.900. (2) The product is [CH2:14]([O:21][C:22]([N:24]1[CH2:29][CH2:28][CH2:27][CH:26]([C:30](=[O:39])[NH:31][C:32]2[CH:37]=[C:36]([C:4]3[C:3]([O:2][CH3:1])=[CH:8][CH:7]=[CH:6][C:5]=3[O:9][CH3:10])[N:35]=[CH:34][N:33]=2)[CH2:25]1)=[O:23])[C:15]1[CH:16]=[CH:17][CH:18]=[CH:19][CH:20]=1. The yield is 0.530. The reactants are [CH3:1][O:2][C:3]1[CH:8]=[CH:7][CH:6]=[C:5]([O:9][CH3:10])[C:4]=1B(O)O.[CH2:14]([O:21][C:22]([N:24]1[CH2:29][CH2:28][CH2:27][CH:26]([C:30](=[O:39])[NH:31][C:32]2[CH:37]=[C:36](Cl)[N:35]=[CH:34][N:33]=2)[CH2:25]1)=[O:23])[C:15]1[CH:20]=[CH:19][CH:18]=[CH:17][CH:16]=1.C(=O)([O-])[O-].[K+].[K+]. The catalyst is C(COC)OC.O. (3) The reactants are Cl[C:2]1[CH:11]=[N:10][C:9]2[C:4](=[CH:5][CH:6]=[CH:7][CH:8]=2)[N:3]=1.[F:12][C:13]1[CH:14]=[C:15](B(O)O)[CH:16]=[C:17]([F:19])[CH:18]=1.C1(C)C=CC=CC=1.C(=O)([O-])[O-].[K+].[K+]. The catalyst is C1C=CC([P]([Pd]([P](C2C=CC=CC=2)(C2C=CC=CC=2)C2C=CC=CC=2)([P](C2C=CC=CC=2)(C2C=CC=CC=2)C2C=CC=CC=2)[P](C2C=CC=CC=2)(C2C=CC=CC=2)C2C=CC=CC=2)(C2C=CC=CC=2)C2C=CC=CC=2)=CC=1.C(O)C. The product is [F:12][C:13]1[CH:14]=[C:15]([C:2]2[CH:11]=[N:10][C:9]3[C:4](=[CH:5][CH:6]=[CH:7][CH:8]=3)[N:3]=2)[CH:16]=[C:17]([F:19])[CH:18]=1. The yield is 0.740. (4) The reactants are [CH2:1]([N:3]([CH3:21])[CH2:4][CH2:5][CH2:6][C:7]1[CH:12]=[CH:11][C:10]([NH2:13])=[C:9]([N:14]2[CH2:19][CH2:18][CH:17]([CH3:20])[CH2:16][CH2:15]2)[CH:8]=1)[CH3:2].CCN(C(C)C)C(C)C.[C:31]([C:33]1[O:37][C:36]([C:38](Cl)=[O:39])=[CH:35][CH:34]=1)#[N:32]. The catalyst is C(Cl)Cl. The product is [CH2:1]([N:3]([CH3:21])[CH2:4][CH2:5][CH2:6][C:7]1[CH:12]=[CH:11][C:10]([NH:13][C:38]([C:36]2[O:37][C:33]([C:31]#[N:32])=[CH:34][CH:35]=2)=[O:39])=[C:9]([N:14]2[CH2:19][CH2:18][CH:17]([CH3:20])[CH2:16][CH2:15]2)[CH:8]=1)[CH3:2]. The yield is 0.450. (5) The reactants are C(O)(C(F)(F)F)=O.[NH2:8][C:9]1[N:10]=[CH:11][C:12]([C:24]2[N:28]([CH2:29][CH3:30])[N:27]=[C:26]([CH:31]3[CH2:36][CH2:35][N:34](C(OC(C)(C)C)=O)[CH2:33][CH2:32]3)[N:25]=2)=[N:13][C:14]=1[C:15]1[O:16][C:17]([C:20]([CH3:23])([CH3:22])[CH3:21])=[N:18][N:19]=1. The catalyst is C(Cl)Cl. The product is [C:20]([C:17]1[O:16][C:15]([C:14]2[C:9]([NH2:8])=[N:10][CH:11]=[C:12]([C:24]3[N:28]([CH2:29][CH3:30])[N:27]=[C:26]([CH:31]4[CH2:36][CH2:35][NH:34][CH2:33][CH2:32]4)[N:25]=3)[N:13]=2)=[N:19][N:18]=1)([CH3:21])([CH3:22])[CH3:23]. The yield is 1.00. (6) The reactants are [Br:1][C:2]1[CH:7]=[CH:6][C:5]([CH2:8][CH2:9][CH2:10][OH:11])=[CH:4][CH:3]=1.N1C=CN=C1.[CH3:17][C:18]([Si:21](Cl)([CH3:23])[CH3:22])([CH3:20])[CH3:19]. The catalyst is CN(C=O)C.CCCCCCC.[NH4+].[Cl-]. The product is [Br:1][C:2]1[CH:3]=[CH:4][C:5]([CH2:8][CH2:9][CH2:10][O:11][Si:21]([C:18]([CH3:20])([CH3:19])[CH3:17])([CH3:23])[CH3:22])=[CH:6][CH:7]=1. The yield is 0.900. (7) The reactants are [CH3:1][N:2]1[C:11](=[O:12])[C:10]2[NH:9][CH:8]=[N:7][C:6]=2[NH:5][C:3]1=[O:4].C(=O)([O-])[O-].[K+].[K+].Cl[CH2:20][C:21]([O:23][CH2:24][CH3:25])=[O:22]. The catalyst is CN(C=O)C. The product is [CH2:24]([O:23][C:21](=[O:22])[CH2:20][N:9]1[C:10]2[C:11](=[O:12])[N:2]([CH3:1])[C:3](=[O:4])[NH:5][C:6]=2[N:7]=[CH:8]1)[CH3:25]. The yield is 0.400. (8) The reactants are [CH2:1]([N:8]1[C:16]2[C:11](=[CH:12][C:13]([O:17]C)=[CH:14][CH:15]=2)[CH:10]([CH3:19])[CH2:9]1)[C:2]1[CH:7]=[CH:6][CH:5]=[CH:4][CH:3]=1.Br.C(O)(=O)C.C([O-])(O)=O.[Na+]. No catalyst specified. The product is [CH2:1]([N:8]1[C:16]2[C:11](=[CH:12][C:13]([OH:17])=[CH:14][CH:15]=2)[CH:10]([CH3:19])[CH2:9]1)[C:2]1[CH:3]=[CH:4][CH:5]=[CH:6][CH:7]=1. The yield is 0.800. (9) The reactants are [N:1]1([C:6]([O:8][CH2:9][C:10]2[CH:15]=[CH:14][CH:13]=[CH:12][CH:11]=2)=[O:7])[CH2:5][CH:4]=[CH:3][CH2:2]1.C1C=C(Cl)C=C(C(OO)=[O:24])C=1. The catalyst is ClCCl.C(=O)(O)[O-].[Na+]. The product is [CH:3]12[O:24][CH:4]1[CH2:5][N:1]([C:6]([O:8][CH2:9][C:10]1[CH:15]=[CH:14][CH:13]=[CH:12][CH:11]=1)=[O:7])[CH2:2]2. The yield is 0.890. (10) The reactants are Cl[C:2]1[CH:11]=[CH:10][C:5]([C:6]([O:8][CH3:9])=[O:7])=[C:4]([N+:12]([O-:14])=[O:13])[CH:3]=1.[CH3:15][O:16][C:17]1[CH:22]=[CH:21][CH:20]=[CH:19][C:18]=1B(O)O.[F-].[Cs+].O. The catalyst is C(OCC)(=O)C.C1CCC(P(C2CCCCC2)C2CCCCC2)CC1.C1CCC(P(C2CCCCC2)C2CCCCC2)CC1.Cl[Pd]Cl.CCCCCC.C(OCC)(=O)C.C(#N)C. The product is [CH3:15][O:16][C:17]1[CH:22]=[CH:21][CH:20]=[CH:19][C:18]=1[C:2]1[CH:11]=[CH:10][C:5]([C:6]([O:8][CH3:9])=[O:7])=[C:4]([N+:12]([O-:14])=[O:13])[CH:3]=1. The yield is 0.860.